From a dataset of Forward reaction prediction with 1.9M reactions from USPTO patents (1976-2016). Predict the product of the given reaction. (1) Given the reactants CN(C)C([S:5][C:6]1[CH:7]=[C:8]([CH:12]=[C:13]([S:15]C(=O)N(C)C)[CH:14]=1)[C:9]([NH2:11])=[O:10])=O.[OH-].[Na+], predict the reaction product. The product is: [SH:5][C:6]1[CH:7]=[C:8]([CH:12]=[C:13]([SH:15])[CH:14]=1)[C:9]([NH2:11])=[O:10]. (2) Given the reactants [NH2:1][C:2]1[CH:7]=[CH:6][C:5]([C:8]2[C:16]3[C:11](=[N:12][CH:13]=[CH:14][CH:15]=3)[NH:10][C:9]=2[C:17]([NH2:19])=[O:18])=[CH:4][CH:3]=1.[F:20][C:21]1[CH:26]=[CH:25][C:24]([C:27]([F:30])([F:29])[F:28])=[CH:23][C:22]=1[N:31]=[C:32]=[O:33], predict the reaction product. The product is: [F:20][C:21]1[CH:26]=[CH:25][C:24]([C:27]([F:30])([F:29])[F:28])=[CH:23][C:22]=1[NH:31][C:32](=[O:33])[NH:1][C:2]1[CH:3]=[CH:4][C:5]([C:8]2[C:16]3[C:11](=[N:12][CH:13]=[CH:14][CH:15]=3)[NH:10][C:9]=2[C:17]([NH2:19])=[O:18])=[CH:6][CH:7]=1. (3) Given the reactants C(OC(C1(NC(OC(C)(C)C)=O)CC(O)C2C1C2C(OCC)=O)=O)C.C1C2C(=CC=CC=2)C=CC=1N=C=O.C([O:41][C:42]([C:44]1([NH:69]C(OC(C)(C)C)=O)[CH2:49][CH:48]([O:50][C:51](=[O:63])[NH:52][C:53]2[CH:62]=[CH:61][C:60]3[C:55](=[CH:56][CH:57]=[CH:58][CH:59]=3)[CH:54]=2)[CH:47]2[CH:45]1[CH:46]2[C:64]([O:66]CC)=[O:65])=[O:43])C, predict the reaction product. The product is: [NH2:69][C:44]1([C:42]([OH:43])=[O:41])[CH2:49][CH:48]([O:50][C:51](=[O:63])[NH:52][C:53]2[CH:62]=[CH:61][C:60]3[C:55](=[CH:56][CH:57]=[CH:58][CH:59]=3)[CH:54]=2)[CH:47]2[CH:45]1[CH:46]2[C:64]([OH:66])=[O:65]. (4) Given the reactants [NH:1]1[C:9]2[C:4](=[CH:5][C:6]([C:10]3[N:15]=[C:14]([CH2:16]O)[CH:13]=[C:12]([N:18]4[CH2:23][CH2:22][O:21][CH2:20][CH2:19]4)[N:11]=3)=[CH:7][CH:8]=2)[CH:3]=[CH:2]1.CS(Cl)(=O)=O.C(N(CC)CC)C.[NH:36]1[CH2:41][CH2:40][O:39][CH2:38][CH2:37]1, predict the reaction product. The product is: [N:18]1([C:12]2[CH:13]=[C:14]([CH2:16][N:36]3[CH2:41][CH2:40][O:39][CH2:38][CH2:37]3)[N:15]=[C:10]([C:6]3[CH:5]=[C:4]4[C:9](=[CH:8][CH:7]=3)[NH:1][CH:2]=[CH:3]4)[N:11]=2)[CH2:23][CH2:22][O:21][CH2:20][CH2:19]1. (5) Given the reactants C[O:2][C:3](=[O:37])[CH2:4][CH2:5][NH:6][C:7]([C:9]1[C:10]([OH:36])=[C:11]2[C:16](=[CH:17][N:18]=1)[N:15]([CH2:19][C:20]1[CH:25]=[CH:24][CH:23]=[CH:22][CH:21]=1)[C:14](=[O:26])[C:13]([C:27]1[CH:28]=[N:29][C:30]([N:33]([CH3:35])[CH3:34])=[N:31][CH:32]=1)=[CH:12]2)=[O:8].[OH-].[Na+].C1COCC1, predict the reaction product. The product is: [CH2:19]([N:15]1[C:16]2[C:11](=[C:10]([OH:36])[C:9]([C:7]([NH:6][CH2:5][CH2:4][C:3]([OH:37])=[O:2])=[O:8])=[N:18][CH:17]=2)[CH:12]=[C:13]([C:27]2[CH:32]=[N:31][C:30]([N:33]([CH3:35])[CH3:34])=[N:29][CH:28]=2)[C:14]1=[O:26])[C:20]1[CH:21]=[CH:22][CH:23]=[CH:24][CH:25]=1.